The task is: Predict the reaction yield, written as a fraction of the theoretical maximum amount of product (1.0 means a 100% yield; for example, 0.34 means a 34% yield).. This data is from Reaction yield outcomes from USPTO patents with 853,638 reactions. The reactants are [Li+].CCC[CH2-].[Cl:6][C:7]1[N:8]=[C:9]([N:16]2[CH2:21][CH2:20][O:19][CH2:18][CH2:17]2)[C:10]2[S:15][CH:14]=[CH:13][C:11]=2[N:12]=1.[I:22]I. The catalyst is C1COCC1. The product is [Cl:6][C:7]1[N:8]=[C:9]([N:16]2[CH2:21][CH2:20][O:19][CH2:18][CH2:17]2)[C:10]2[S:15][C:14]([I:22])=[CH:13][C:11]=2[N:12]=1. The yield is 0.750.